Dataset: Full USPTO retrosynthesis dataset with 1.9M reactions from patents (1976-2016). Task: Predict the reactants needed to synthesize the given product. Given the product [CH2:1]([O:8][C:9]1[CH:14]=[C:13]([N+:18]([O-:20])=[O:19])[C:12]([Br:15])=[CH:11][C:10]=1[O:16][CH3:17])[C:2]1[CH:3]=[CH:4][CH:5]=[CH:6][CH:7]=1, predict the reactants needed to synthesize it. The reactants are: [CH2:1]([O:8][C:9]1[CH:14]=[CH:13][C:12]([Br:15])=[CH:11][C:10]=1[O:16][CH3:17])[C:2]1[CH:7]=[CH:6][CH:5]=[CH:4][CH:3]=1.[N+:18]([O-])([OH:20])=[O:19].